The task is: Predict the reactants needed to synthesize the given product.. This data is from Full USPTO retrosynthesis dataset with 1.9M reactions from patents (1976-2016). (1) Given the product [Cl:2][C:3]1[N:4]=[C:5]([C@@H:19]2[CH2:23][C@H:22]([CH:24]3[CH2:29][CH2:28][N:27]([S:30]([CH3:33])(=[O:32])=[O:31])[CH2:26][CH2:25]3)[CH2:21][N:20]2[C:49]([C@@H:46]2[CH2:45][CH2:44][C@H:43]([CH2:42][NH:41][C:39](=[O:40])[O:38][C:35]([CH3:36])([CH3:34])[CH3:37])[CH2:48][CH2:47]2)=[O:50])[NH:6][C:7]=1[C:8]1[CH:13]=[CH:12][C:11]([NH:14][C:15]([O:16][CH3:17])=[O:18])=[CH:10][CH:9]=1, predict the reactants needed to synthesize it. The reactants are: Cl.[Cl:2][C:3]1[N:4]=[C:5]([C@@H:19]2[CH2:23][C@H:22]([CH:24]3[CH2:29][CH2:28][N:27]([S:30]([CH3:33])(=[O:32])=[O:31])[CH2:26][CH2:25]3)[CH2:21][NH:20]2)[NH:6][C:7]=1[C:8]1[CH:13]=[CH:12][C:11]([NH:14][C:15](=[O:18])[O:16][CH3:17])=[CH:10][CH:9]=1.[CH3:34][C:35]([O:38][C:39]([NH:41][CH2:42][C@@H:43]1[CH2:48][CH2:47][C@H:46]([C:49](O)=[O:50])[CH2:45][CH2:44]1)=[O:40])([CH3:37])[CH3:36]. (2) Given the product [N:1]1[CH:6]=[CH:5][CH:4]=[CH:3][C:2]=1[CH2:7][CH2:8][CH2:9][CH2:10][CH2:11][C:12]([O:14][CH3:15])=[O:13], predict the reactants needed to synthesize it. The reactants are: [N:1]1[CH:6]=[CH:5][CH:4]=[CH:3][C:2]=1[CH:7]=[CH:8][CH2:9][CH2:10][CH2:11][C:12]([O:14][CH3:15])=[O:13]. (3) The reactants are: [N:1]1([CH2:6][C:7]([OH:9])=O)[CH:5]=[N:4][CH:3]=[N:2]1.[F:10][C:11]1[CH:39]=[CH:38][C:14]([O:15][C:16]2[CH:21]=[CH:20][C:19]([NH:22][C:23]([C@@H:25]3[CH2:29][C@@H:28]([CH2:30][C:31]4[CH:36]=[CH:35][CH:34]=[C:33]([CH3:37])[CH:32]=4)[CH2:27][NH:26]3)=[O:24])=[CH:18][CH:17]=2)=[CH:13][CH:12]=1. Given the product [N:1]1([CH2:6][C:7]([N:26]2[CH2:27][C@H:28]([CH2:30][C:31]3[CH:36]=[CH:35][CH:34]=[C:33]([CH3:37])[CH:32]=3)[CH2:29][C@H:25]2[C:23]([NH:22][C:19]2[CH:20]=[CH:21][C:16]([O:15][C:14]3[CH:13]=[CH:12][C:11]([F:10])=[CH:39][CH:38]=3)=[CH:17][CH:18]=2)=[O:24])=[O:9])[CH:5]=[N:4][CH:3]=[N:2]1, predict the reactants needed to synthesize it.